Regression. Given a peptide amino acid sequence and an MHC pseudo amino acid sequence, predict their binding affinity value. This is MHC class I binding data. From a dataset of Peptide-MHC class I binding affinity with 185,985 pairs from IEDB/IMGT. (1) The peptide sequence is TSKFLMGTY. The MHC is HLA-A26:01 with pseudo-sequence HLA-A26:01. The binding affinity (normalized) is 0.396. (2) The peptide sequence is VVIPTAALQ. The MHC is HLA-A29:02 with pseudo-sequence HLA-A29:02. The binding affinity (normalized) is 0.389. (3) The peptide sequence is ILTLTVAWR. The MHC is HLA-A33:01 with pseudo-sequence HLA-A33:01. The binding affinity (normalized) is 0.365. (4) The binding affinity (normalized) is 0.0847. The MHC is HLA-B18:01 with pseudo-sequence HLA-B18:01. The peptide sequence is KVIEKMEVL. (5) The peptide sequence is EPIKDMEII. The MHC is HLA-B51:01 with pseudo-sequence HLA-B51:01. The binding affinity (normalized) is 0.620. (6) The peptide sequence is FSNRVYEAL. The MHC is H-2-Db with pseudo-sequence H-2-Db. The binding affinity (normalized) is 0.148. (7) The peptide sequence is KVVRVQRPA. The MHC is HLA-A30:01 with pseudo-sequence HLA-A30:01. The binding affinity (normalized) is 0.619.